This data is from Full USPTO retrosynthesis dataset with 1.9M reactions from patents (1976-2016). The task is: Predict the reactants needed to synthesize the given product. (1) Given the product [F:18][C:16]1[CH:15]=[C:14]([C:13]([O:12][CH2:11][CH3:10])=[O:19])[C:30]2[C:29](=[O:28])[CH:26]([C:22]3[N:21]([CH3:20])[CH:25]=[CH:24][N:23]=3)[CH:1]([C:2]3[CH:3]=[CH:4][CH:5]=[CH:6][CH:7]=3)[NH:8][C:9]=2[CH:17]=1, predict the reactants needed to synthesize it. The reactants are: [CH:1](=[N:8]/[C:9]1[CH:17]=[C:16]([F:18])[CH:15]=[C:14]2[C:10]=1[CH2:11][O:12][C:13]2=[O:19])\[C:2]1[CH:7]=[CH:6][CH:5]=[CH:4][CH:3]=1.[CH3:20][N:21]1[CH:25]=[CH:24][N:23]=[C:22]1[CH:26]=O.[O-:28][CH2:29][CH3:30].[Na+].C(O)C. (2) Given the product [C:1]1([C@H:7]([NH:25][C:26]([O:28][C@@H:29]2[CH:34]3[CH2:35][CH2:36][N:31]([CH2:32][CH2:33]3)[CH2:30]2)=[O:27])[C:8]2[CH:9]=[C:10]([CH:22]=[CH:23][CH:24]=2)[O:11][CH2:12][C:13]2[CH:21]=[CH:20][C:16]([C:17]([N:38]3[CH2:41][CH:40]([C:42]([O:44][CH3:45])=[O:43])[CH2:39]3)=[O:19])=[CH:15][CH:14]=2)[CH:2]=[CH:3][CH:4]=[CH:5][CH:6]=1, predict the reactants needed to synthesize it. The reactants are: [C:1]1([C@H:7]([NH:25][C:26]([O:28][C@@H:29]2[CH:34]3[CH2:35][CH2:36][N:31]([CH2:32][CH2:33]3)[CH2:30]2)=[O:27])[C:8]2[CH:9]=[C:10]([CH:22]=[CH:23][CH:24]=2)[O:11][CH2:12][C:13]2[CH:21]=[CH:20][C:16]([C:17]([OH:19])=O)=[CH:15][CH:14]=2)[CH:6]=[CH:5][CH:4]=[CH:3][CH:2]=1.Cl.[NH:38]1[CH2:41][CH:40]([C:42]([O:44][CH3:45])=[O:43])[CH2:39]1.Cl.CN(C)CCCN=C=NCC. (3) Given the product [F:32][C:26]1[CH:27]=[CH:28][C:29]([CH3:31])=[CH:30][C:25]=1[C:23]1[O:22][N:21]=[C:20]([C:18](=[O:19])[CH3:5])[CH:24]=1, predict the reactants needed to synthesize it. The reactants are: C[Mg]I.O1CCC[CH2:5]1.C(N(CC)CC)C.CO[C:18]([C:20]1[CH:24]=[C:23]([C:25]2[CH:30]=[C:29]([CH3:31])[CH:28]=[CH:27][C:26]=2[F:32])[O:22][N:21]=1)=[O:19]. (4) Given the product [Br:7][C:8]1[CH:13]=[CH:12][C:11]([O:14][C@@H:4]2[CH2:3][CH2:2][CH2:1][C@H:5]2[OH:6])=[CH:10][CH:9]=1, predict the reactants needed to synthesize it. The reactants are: [CH:1]12[O:6][CH:5]1[CH2:4][CH2:3][CH2:2]2.[Br:7][C:8]1[CH:13]=[CH:12][C:11]([OH:14])=[CH:10][CH:9]=1.C(=O)([O-])[O-].[Cs+].[Cs+]. (5) Given the product [CH2:16]([O:12][C:11]([C:1]1[C:10]2[C:5](=[CH:6][CH:7]=[CH:8][CH:9]=2)[CH:4]=[CH:3][CH:2]=1)=[O:13])[CH:15]=[CH2:14], predict the reactants needed to synthesize it. The reactants are: [C:1]1([C:11]([OH:13])=[O:12])[C:10]2[C:5](=[CH:6][CH:7]=[CH:8][CH:9]=2)[CH:4]=[CH:3][CH:2]=1.[CH2:14](Br)[CH:15]=[CH2:16]. (6) Given the product [Br:1][C:2]1[C:3]([F:11])=[C:4]([C:5]([F:8])=[CH:6][CH:7]=1)[CH2:9][O:10][C:25]([N:22]1[CH2:23][CH2:24][N:19]([C:17]([O:16][C:12]([CH3:14])([CH3:13])[CH3:15])=[O:18])[CH2:20][C@H:21]1[CH2:28][CH3:29])=[O:26], predict the reactants needed to synthesize it. The reactants are: [Br:1][C:2]1[C:3]([F:11])=[C:4]([CH2:9][OH:10])[C:5]([F:8])=[CH:6][CH:7]=1.[C:12]([O:16][C:17]([N:19]1[CH2:24][CH2:23][N:22]([C:25](Cl)=[O:26])[C@H:21]([CH2:28][CH3:29])[CH2:20]1)=[O:18])([CH3:15])([CH3:14])[CH3:13]. (7) Given the product [CH3:12][C:7]1([CH3:13])[O:6][C:5]2[CH:14]=[CH:15][C:2]([B:19]3[O:20][C:21]([CH3:23])([CH3:22])[C:17]([CH3:33])([CH3:16])[O:18]3)=[CH:3][C:4]=2[N:9]([CH3:10])[C:8]1=[O:11], predict the reactants needed to synthesize it. The reactants are: Br[C:2]1[CH:15]=[CH:14][C:5]2[O:6][C:7]([CH3:13])([CH3:12])[C:8](=[O:11])[N:9]([CH3:10])[C:4]=2[CH:3]=1.[CH3:16][C:17]1([CH3:33])[C:21]([CH3:23])([CH3:22])[O:20][B:19]([B:19]2[O:20][C:21]([CH3:23])([CH3:22])[C:17]([CH3:33])([CH3:16])[O:18]2)[O:18]1.C([O-])(=O)C.[K+]. (8) Given the product [Cl:20][C:21]1[CH:29]=[CH:28][CH:27]=[C:26]2[C:22]=1[C:23]1([C:39]3=[CH:40][C:41]4[O:45][CH2:44][O:43][C:42]=4[CH:46]=[C:38]3[O:37][CH2:36]1)[C:24](=[O:35])[N:25]2[CH2:30][C:31]1[N:32]=[C:1]([CH:2]([CH3:4])[CH3:3])[O:34][N:33]=1, predict the reactants needed to synthesize it. The reactants are: [C:1](Cl)(=O)[CH:2]([CH3:4])[CH3:3].CC(C)(C)C(OC(=O)C(C)(C)C)=O.[Cl:20][C:21]1[CH:29]=[CH:28][CH:27]=[C:26]2[C:22]=1[C:23]1([C:39]3=[CH:40][C:41]4[O:45][CH2:44][O:43][C:42]=4[CH:46]=[C:38]3[O:37][CH2:36]1)[C:24](=[O:35])[N:25]2[CH2:30][C:31](=[N:33][OH:34])[NH2:32].ON=C(N)CN1C2C(=CC=CC=2)C2(C3=CC4OCOC=4C=C3OC2)C1=O. (9) Given the product [CH2:1]([OH:13])/[CH:2]=[CH:3]/[CH:4]1[CH:12]=[CH:11][C:9]([OH:10])=[C:6]([O:7][CH3:8])[CH2:5]1, predict the reactants needed to synthesize it. The reactants are: [CH2:1]([OH:13])/[CH:2]=[CH:3]/[C:4]1[CH:12]=[CH:11][C:9]([OH:10])=[C:6]([O:7][CH3:8])[CH:5]=1. (10) Given the product [Cl:33][C:30]1[CH:31]=[C:32]2[C:27](=[C:28]([Cl:34])[CH:29]=1)[CH2:26][N:25]([CH3:35])[CH2:24][CH:23]2[C:19]1[CH:18]=[C:17]([S:14]([NH:13][CH2:12][CH2:11][O:10][CH2:9][CH2:8][O:7][CH2:6][CH2:5][O:4][CH2:3][CH2:2][NH:1][C:47](=[O:49])[C@H:46]([OH:45])[C@H:50]([OH:54])[C:51]([NH:1][CH2:2][CH2:3][O:4][CH2:5][CH2:6][O:7][CH2:8][CH2:9][O:10][CH2:11][CH2:12][NH:13][S:14]([C:17]2[CH:22]=[CH:21][CH:20]=[C:19]([CH:44]3[C:32]4[C:41](=[C:28]([Cl:34])[CH:29]=[C:30]([Cl:33])[CH:31]=4)[CH2:39][N:38]([CH3:37])[CH2:42]3)[CH:18]=2)(=[O:16])=[O:15])=[O:53])(=[O:16])=[O:15])[CH:22]=[CH:21][CH:20]=1, predict the reactants needed to synthesize it. The reactants are: [NH2:1][CH2:2][CH2:3][O:4][CH2:5][CH2:6][O:7][CH2:8][CH2:9][O:10][CH2:11][CH2:12][NH:13][S:14]([C:17]1[CH:22]=[CH:21][CH:20]=[C:19]([CH:23]2[C:32]3[C:27](=[C:28]([Cl:34])[CH:29]=[C:30]([Cl:33])[CH:31]=3)[CH2:26][N:25]([CH3:35])[CH2:24]2)[CH:18]=1)(=[O:16])=[O:15].C[CH2:37][N:38]([CH:42]([CH3:44])C)[CH:39]([CH3:41])C.[OH:45][C@H:46]([C@H:50]([OH:54])[C:51]([OH:53])=O)[C:47]([OH:49])=O.